The task is: Predict the reaction yield, written as a fraction of the theoretical maximum amount of product (1.0 means a 100% yield; for example, 0.34 means a 34% yield).. This data is from Reaction yield outcomes from USPTO patents with 853,638 reactions. (1) The reactants are [NH2:1][C@H:2](C(N)=O)[CH2:3][C:4]1C=CC(O)=C[CH:5]=1.Cl.C([N:17]([CH2:20]C)[CH2:18][CH3:19])C. The catalyst is O1CCOCC1. The product is [N:17]1[C:18]2[CH:19]=[CH:5][CH:4]=[CH:3][C:2]=2[NH:1][CH:20]=1. The yield is 0.720. (2) The reactants are [CH2:1]([S:3]([C:6]1[CH:11]=[CH:10][C:9](B2OC(C)(C)C(C)(C)O2)=[C:8]([F:21])[CH:7]=1)(=[O:5])=[O:4])[CH3:2].[Br:22][C:23]1[CH:28]=[CH:27][C:26]([F:29])=[C:25](I)[CH:24]=1.C([O-])([O-])=O.[Na+].[Na+]. The catalyst is C1(C)C=CC=CC=1.C(O)C.O.C1C=CC(P(C2C=CC=CC=2)[C-]2C=CC=C2)=CC=1.C1C=CC(P(C2C=CC=CC=2)[C-]2C=CC=C2)=CC=1.Cl[Pd]Cl.[Fe+2]. The product is [Br:22][C:23]1[CH:24]=[CH:25][C:26]([F:29])=[C:27]([C:9]2[CH:10]=[CH:11][C:6]([S:3]([CH2:1][CH3:2])(=[O:4])=[O:5])=[CH:7][C:8]=2[F:21])[CH:28]=1. The yield is 0.570. (3) The reactants are [Br:1][C:2]1[CH:3]=[C:4]2[C:8](=[C:9]([C:11]([O-:13])=[O:12])[CH:10]=1)[NH:7][N:6]=[CH:5]2.[OH-].[K+]. The catalyst is CO. The product is [Br:1][C:2]1[CH:3]=[C:4]2[C:8](=[C:9]([C:11]([OH:13])=[O:12])[CH:10]=1)[NH:7][N:6]=[CH:5]2. The yield is 0.670. (4) The reactants are [Cl:1][C:2]1[C:3]2[C:10]([I:11])=[CH:9][NH:8][C:4]=2[N:5]=[CH:6][N:7]=1.[N+:12]([C:15]1[CH:16]=[C:17](B(O)O)[CH:18]=[CH:19][CH:20]=1)([O-:14])=[O:13].N1C=CC=CC=1. The catalyst is C(Cl)Cl.CC([O-])=O.CC([O-])=O.[Cu+2]. The product is [Cl:1][C:2]1[C:3]2[C:10]([I:11])=[CH:9][N:8]([C:19]3[CH:18]=[CH:17][CH:16]=[C:15]([N+:12]([O-:14])=[O:13])[CH:20]=3)[C:4]=2[N:5]=[CH:6][N:7]=1. The yield is 0.740. (5) The reactants are [CH2:1]([O:3][C:4]([N:6]1[CH2:11][CH2:10][N:9]([C:12]([CH:14]([NH:23][C:24]([C:26]2[CH:35]=[C:34]([O:36][CH3:37])[C:33]3[C:28](=[CH:29][CH:30]=[CH:31][CH:32]=3)[N:27]=2)=[O:25])[CH2:15][C:16]2[CH:21]=[CH:20][CH:19]=[CH:18][C:17]=2[OH:22])=[O:13])[CH2:8][CH2:7]1)=[O:5])[CH3:2].Br[CH2:39][C:40]([O:42][CH2:43][CH3:44])=[O:41]. The catalyst is CN(C=O)C. The product is [CH2:1]([O:3][C:4]([N:6]1[CH2:7][CH2:8][N:9]([C:12]([CH:14]([NH:23][C:24]([C:26]2[CH:35]=[C:34]([O:36][CH3:37])[C:33]3[C:28](=[CH:29][CH:30]=[CH:31][CH:32]=3)[N:27]=2)=[O:25])[CH2:15][C:16]2[CH:21]=[CH:20][CH:19]=[CH:18][C:17]=2[O:22][CH2:39][C:40]([O:42][CH2:43][CH3:44])=[O:41])=[O:13])[CH2:10][CH2:11]1)=[O:5])[CH3:2]. The yield is 0.600. (6) The reactants are [N+:1]([C:4]1[CH:5]=[CH:6][C:7]2[O:12][C@:11]([CH3:18])([CH:13]([O:16][CH3:17])[O:14][CH3:15])[C@@H:10]3[O:19][C@@H:9]3[C:8]=2[CH:20]=1)([O-:3])=[O:2].[CH2:21]([C:23]1[CH:28]=[CH:27][CH:26]=[CH:25][C:24]=1[NH:29][CH2:30][C:31]1[N:32]=[N:33][N:34]([CH3:36])[N:35]=1)[CH3:22]. No catalyst specified. The product is [N+:1]([C:4]1[CH:5]=[CH:6][C:7]2[O:12][C@:11]([CH3:18])([CH:13]([O:16][CH3:17])[O:14][CH3:15])[C@H:10]([OH:19])[C@@H:9]([N:29]([C:24]3[CH:25]=[CH:26][CH:27]=[CH:28][C:23]=3[CH2:21][CH3:22])[CH2:30][C:31]3[N:32]=[N:33][N:34]([CH3:36])[N:35]=3)[C:8]=2[CH:20]=1)([O-:3])=[O:2]. The yield is 0.220.